Dataset: P-glycoprotein inhibition data for predicting drug efflux from Broccatelli et al.. Task: Regression/Classification. Given a drug SMILES string, predict its absorption, distribution, metabolism, or excretion properties. Task type varies by dataset: regression for continuous measurements (e.g., permeability, clearance, half-life) or binary classification for categorical outcomes (e.g., BBB penetration, CYP inhibition). Dataset: pgp_broccatelli. The drug is C[C@H](CCc1ccc(O)cc1)NCCc1ccc(O)c(O)c1. The result is 0 (non-inhibitor).